This data is from Full USPTO retrosynthesis dataset with 1.9M reactions from patents (1976-2016). The task is: Predict the reactants needed to synthesize the given product. (1) Given the product [F:1][C:2]1[C:39]([CH3:40])=[CH:38][CH:37]=[CH:36][C:3]=1[O:4][C:5]1[C:14]([C:13]([NH:12][CH2:16][C:17]2[CH:22]=[CH:21][C:20]([O:23][CH3:24])=[CH:19][CH:18]=2)=[O:15])=[C:9]([NH:10][C:26]2[CH:31]=[CH:30][C:29]([I:32])=[CH:28][C:27]=2[F:33])[N:8]([CH3:34])[C:7](=[O:35])[CH:6]=1, predict the reactants needed to synthesize it. The reactants are: [F:1][C:2]1[C:39]([CH3:40])=[CH:38][CH:37]=[CH:36][C:3]=1[O:4][C:5]1[C:14]2[C:13](=[O:15])[N:12]([CH2:16][C:17]3[CH:22]=[CH:21][C:20]([O:23][CH3:24])=[CH:19][CH:18]=3)C(=O)[N:10]([C:26]3[CH:31]=[CH:30][C:29]([I:32])=[CH:28][C:27]=3[F:33])[C:9]=2[N:8]([CH3:34])[C:7](=[O:35])[CH:6]=1.[OH-].[Li+].C(OCC)(=O)C. (2) Given the product [C:1]1([O:11][CH2:12][C:13]([NH:39][C@H:40]([C:44]([NH:46][CH:47]([CH:56]([OH:59])[CH2:57][F:58])[CH2:48][C:49]([O:51][C:52]([CH3:53])([CH3:54])[CH3:55])=[O:50])=[O:45])[CH:41]([CH3:42])[CH3:43])=[O:15])[C:10]2[C:5](=[CH:6][CH:7]=[CH:8][CH:9]=2)[CH:4]=[CH:3][CH:2]=1, predict the reactants needed to synthesize it. The reactants are: [C:1]1([O:11][CH2:12][C:13]([OH:15])=O)[C:10]2[C:5](=[CH:6][CH:7]=[CH:8][CH:9]=2)[CH:4]=[CH:3][CH:2]=1.O.OC1C2N=NNC=2C=CC=1.Cl.C(N=C=NC(N)CC(C)C)C.[NH2:39][C@H:40]([C:44]([NH:46][CH:47]([CH:56]([OH:59])[CH2:57][F:58])[CH2:48][C:49]([O:51][C:52]([CH3:55])([CH3:54])[CH3:53])=[O:50])=[O:45])[CH:41]([CH3:43])[CH3:42]. (3) Given the product [S:35]1[CH:39]=[CH:38][C:37]([C:6]2[CH:7]=[C:8]([NH:12][C:13]3[C:14]4[CH:21]=[C:20]([C:22]5[CH2:23][CH2:24][N:25]([C:28]([O:30][C:31]([CH3:32])([CH3:34])[CH3:33])=[O:29])[CH2:26][CH:27]=5)[NH:19][C:15]=4[N:16]=[CH:17][N:18]=3)[CH:9]=[CH:10][CH:11]=2)=[CH:36]1, predict the reactants needed to synthesize it. The reactants are: N1C=CC=C1[C:6]1[CH:7]=[C:8]([NH:12][C:13]2[C:14]3[CH:21]=[C:20]([C:22]4[CH2:23][CH2:24][N:25]([C:28]([O:30][C:31]([CH3:34])([CH3:33])[CH3:32])=[O:29])[CH2:26][CH:27]=4)[NH:19][C:15]=3[N:16]=[CH:17][N:18]=2)[CH:9]=[CH:10][CH:11]=1.[S:35]1[CH:39]=[CH:38][C:37](B(O)O)=[CH:36]1. (4) Given the product [CH3:19][O:20][C:21]([C:22]1[CH:27]=[CH:26][C:25]2[O:39][C:34]3[CH:35]=[CH:36][CH:37]=[CH:38][C:33]=3[CH2:32][S:29](=[O:31])(=[O:30])[C:24]=2[CH:23]=1)=[O:47], predict the reactants needed to synthesize it. The reactants are: [F-].C([N+](CCCC)(CCCC)CCCC)CCC.[CH3:19][O:20][C:21](=[O:47])[C:22]1[CH:27]=[CH:26][C:25](Br)=[C:24]([S:29]([CH2:32][C:33]2[CH:38]=[CH:37][CH:36]=[CH:35][C:34]=2[O:39][Si](C(C)(C)C)(C)C)(=[O:31])=[O:30])[CH:23]=1.